The task is: Predict the reactants needed to synthesize the given product.. This data is from Full USPTO retrosynthesis dataset with 1.9M reactions from patents (1976-2016). Given the product [C:1]([O:5][C:6](=[O:20])[NH:7][CH2:8][CH2:9][CH2:10][CH2:11][C@H:12]([N:15]([S:36]([C:33]1[CH:32]=[CH:31][C:30]([C:28]#[N:29])=[CH:35][CH:34]=1)(=[O:38])=[O:37])[CH2:16][CH:17]([CH3:18])[CH3:19])[CH2:13][OH:14])([CH3:4])([CH3:3])[CH3:2], predict the reactants needed to synthesize it. The reactants are: [C:1]([O:5][C:6](=[O:20])[NH:7][CH2:8][CH2:9][CH2:10][CH2:11][C@H:12]([NH:15][CH2:16][CH:17]([CH3:19])[CH3:18])[CH2:13][OH:14])([CH3:4])([CH3:3])[CH3:2].C(N(CC)CC)C.[C:28]([C:30]1[CH:35]=[CH:34][C:33]([S:36](Cl)(=[O:38])=[O:37])=[CH:32][CH:31]=1)#[N:29].